Dataset: Reaction yield outcomes from USPTO patents with 853,638 reactions. Task: Predict the reaction yield, written as a fraction of the theoretical maximum amount of product (1.0 means a 100% yield; for example, 0.34 means a 34% yield). (1) The reactants are C([Sn]([C:14]1[S:15][CH:16]=[CH:17][CH:18]=1)(CCCC)CCCC)CCC.Cl[C:20]1[CH:25]=[C:24](Cl)[N:23]=[CH:22][N:21]=1. The catalyst is C1(C)C=CC=CC=1.C1C=CC([P]([Pd]([P](C2C=CC=CC=2)(C2C=CC=CC=2)C2C=CC=CC=2)([P](C2C=CC=CC=2)(C2C=CC=CC=2)C2C=CC=CC=2)[P](C2C=CC=CC=2)(C2C=CC=CC=2)C2C=CC=CC=2)(C2C=CC=CC=2)C2C=CC=CC=2)=CC=1. The product is [S:15]1[CH:16]=[CH:17][CH:18]=[C:14]1[C:20]1[CH:25]=[C:24]([C:14]2[S:15][CH:16]=[CH:17][CH:18]=2)[N:23]=[CH:22][N:21]=1. The yield is 0.720. (2) The reactants are [NH2:1][C:2]1[CH:9]=[CH:8][CH:7]=[C:6]([O:10][CH2:11][CH2:12][CH2:13][CH2:14][CH2:15][CH2:16][OH:17])[C:3]=1[C:4]#[N:5].[S:18](Cl)(=[O:21])(=[O:20])[NH2:19]. No catalyst specified. The product is [S:18](=[O:21])(=[O:20])([O:17][CH2:16][CH2:15][CH2:14][CH2:13][CH2:12][CH2:11][O:10][C:6]1[CH:7]=[CH:8][CH:9]=[C:2]([NH:1][S:18](=[O:21])(=[O:20])[NH2:19])[C:3]=1[C:4]#[N:5])[NH2:19]. The yield is 0.200. (3) The reactants are [F:1][C:2]1[CH:7]=[C:6]([N+:8]([O-])=O)[CH:5]=[CH:4][C:3]=1[OH:11]. The catalyst is CO.[Pt]=O. The product is [F:1][C:2]1[CH:7]=[C:6]([NH2:8])[CH:5]=[CH:4][C:3]=1[OH:11]. The yield is 1.00.